Dataset: NCI-60 drug combinations with 297,098 pairs across 59 cell lines. Task: Regression. Given two drug SMILES strings and cell line genomic features, predict the synergy score measuring deviation from expected non-interaction effect. (1) Drug 1: C1CN1P(=S)(N2CC2)N3CC3. Drug 2: COC1=NC(=NC2=C1N=CN2C3C(C(C(O3)CO)O)O)N. Cell line: MCF7. Synergy scores: CSS=4.58, Synergy_ZIP=-0.530, Synergy_Bliss=2.89, Synergy_Loewe=-4.48, Synergy_HSA=-0.538. (2) Drug 1: CC=C1C(=O)NC(C(=O)OC2CC(=O)NC(C(=O)NC(CSSCCC=C2)C(=O)N1)C(C)C)C(C)C. Drug 2: CC(C)CN1C=NC2=C1C3=CC=CC=C3N=C2N. Cell line: 786-0. Synergy scores: CSS=16.3, Synergy_ZIP=-0.345, Synergy_Bliss=-0.0161, Synergy_Loewe=-34.8, Synergy_HSA=-0.673.